From a dataset of Catalyst prediction with 721,799 reactions and 888 catalyst types from USPTO. Predict which catalyst facilitates the given reaction. Reactant: Br[C:2]1[CH:3]=[CH:4][C:5]2[S:9](=[O:11])(=[O:10])[NH:8][CH:7]([CH:12]3[CH2:14][CH2:13]3)[C:6]=2[CH:15]=1.[F:16][C:17]1[CH:25]=[C:24]2[C:20]([C:21](B3OC(C)(C)C(C)(C)O3)=[CH:22][N:23]2[C:26]([O:28][C:29]([CH3:32])([CH3:31])[CH3:30])=[O:27])=[CH:19][CH:18]=1.[O-]P([O-])([O-])=O.[K+].[K+].[K+]. The catalyst class is: 75. Product: [CH:12]1([CH:7]2[C:6]3[CH:15]=[C:2]([C:21]4[C:20]5[C:24](=[CH:25][C:17]([F:16])=[CH:18][CH:19]=5)[N:23]([C:26]([O:28][C:29]([CH3:32])([CH3:31])[CH3:30])=[O:27])[CH:22]=4)[CH:3]=[CH:4][C:5]=3[S:9](=[O:11])(=[O:10])[NH:8]2)[CH2:14][CH2:13]1.